Dataset: Forward reaction prediction with 1.9M reactions from USPTO patents (1976-2016). Task: Predict the product of the given reaction. (1) The product is: [N:1]1([C:2]2[CH:3]=[CH:4][C:5]([CH2:8][C:9]([O:11][CH3:12])=[O:10])=[CH:6][CH:7]=2)[CH2:17][CH2:16][CH2:15][CH2:14]1. Given the reactants [NH2:1][C:2]1[CH:7]=[CH:6][C:5]([CH2:8][C:9]([O:11][CH3:12])=[O:10])=[CH:4][CH:3]=1.Br[CH2:14][CH2:15][CH2:16][CH2:17]Br.C(=O)([O-])[O-].[K+].[K+], predict the reaction product. (2) Given the reactants [C:1]([O:5][C:6](=[O:11])[NH:7][CH2:8][C:9]#[CH:10])([CH3:4])([CH3:3])[CH3:2].C([N-]C(C)C)(C)C.[Li+].[F:20][C:21]([F:26])([F:25])[C:22]([CH3:24])=[O:23].[NH4+].[Cl-], predict the reaction product. The product is: [C:1]([O:5][C:6](=[O:11])[NH:7][CH2:8][C:9]#[C:10][C:22]([OH:23])([CH3:24])[C:21]([F:26])([F:25])[F:20])([CH3:4])([CH3:3])[CH3:2]. (3) Given the reactants [CH3:1][C:2]1[C:10]2[N:9]=[C:8]([CH2:11][NH:12][C:13]3[CH:17]=[CH:16][NH:15][C:14]=3[C:18]([O:20]CC)=O)[NH:7][C:6]=2[CH:5]=[CH:4][C:3]=1[CH3:23].C([N:32]=[C:33]=[S:34])(=O)C1C=CC=CC=1, predict the reaction product. The product is: [CH3:1][C:2]1[C:10]2[N:9]=[C:8]([CH2:11][N:12]3[C:13]4[CH:17]=[CH:16][NH:15][C:14]=4[C:18](=[O:20])[NH:32][C:33]3=[S:34])[NH:7][C:6]=2[CH:5]=[CH:4][C:3]=1[CH3:23].